From a dataset of Forward reaction prediction with 1.9M reactions from USPTO patents (1976-2016). Predict the product of the given reaction. The product is: [F:22][C:23]1[CH:24]=[C:25]([C:2]2[CH:3]=[CH:4][C:5]3[N:11]4[CH2:12][CH2:13][CH:8]([CH2:9][CH2:10]4)[N:7]([C:14]([O:16][C:17]([CH3:20])([CH3:19])[CH3:18])=[O:15])[C:6]=3[N:21]=2)[CH:26]=[N:27][CH:28]=1. Given the reactants Cl[C:2]1[CH:3]=[CH:4][C:5]2[N:11]3[CH2:12][CH2:13][CH:8]([CH2:9][CH2:10]3)[N:7]([C:14]([O:16][C:17]([CH3:20])([CH3:19])[CH3:18])=[O:15])[C:6]=2[N:21]=1.[F:22][C:23]1[CH:24]=[C:25](B(O)O)[CH:26]=[N:27][CH:28]=1.C([O-])([O-])=O.[Cs+].[Cs+], predict the reaction product.